Dataset: Full USPTO retrosynthesis dataset with 1.9M reactions from patents (1976-2016). Task: Predict the reactants needed to synthesize the given product. (1) Given the product [CH:7]1[C:12]2[NH:13][C:14]3[C:19](=[CH:18][CH:17]=[CH:16][CH:15]=3)[C:11]=2[CH:10]=[CH:9][N:8]=1.[C:33]([NH3+:34])([CH3:2])([CH3:28])[CH3:32], predict the reactants needed to synthesize it. The reactants are: O1CCN[C:2]1=O.[CH3:7][NH:8][C@H:9](C(O)=O)[CH2:10][C:11]1[C:19]2[C:14](=[CH:15][CH:16]=[CH:17][CH:18]=2)[NH:13][CH:12]=1.C1C2[NH:34][C:33]3[C:28](=CC=C[CH:32]=3)C=2C=CN=1.N1C2C(=CC=CC=2)C=C1. (2) Given the product [CH3:20][N:18]1[CH:19]=[C:15]([N:14]2[C:5]3[C:4]4[CH:3]=[C:2]([C:30]5[CH:31]=[N:32][CH:33]=[C:28]([S:25]([CH3:24])(=[O:27])=[O:26])[CH:29]=5)[CH:11]=[CH:10][C:9]=4[N:8]=[CH:7][C:6]=3[N:12]([CH3:23])[C:13]2=[O:22])[C:16]([CH3:21])=[N:17]1, predict the reactants needed to synthesize it. The reactants are: Br[C:2]1[CH:11]=[CH:10][C:9]2[N:8]=[CH:7][C:6]3[N:12]([CH3:23])[C:13](=[O:22])[N:14]([C:15]4[C:16]([CH3:21])=[N:17][N:18]([CH3:20])[CH:19]=4)[C:5]=3[C:4]=2[CH:3]=1.[CH3:24][S:25]([C:28]1[CH:29]=[C:30](B(O)O)[CH:31]=[N:32][CH:33]=1)(=[O:27])=[O:26]. (3) Given the product [Br:1][C:2]1[C:3]([F:9])=[C:4]([NH:8][C:13](=[O:14])[CH2:12][C:11](=[O:10])[CH3:17])[CH:5]=[CH:6][CH:7]=1, predict the reactants needed to synthesize it. The reactants are: [Br:1][C:2]1[C:3]([F:9])=[C:4]([NH2:8])[CH:5]=[CH:6][CH:7]=1.[O:10]=[C:11]([CH3:17])[CH2:12][C:13](OC)=[O:14]. (4) The reactants are: Br[C:2]1[CH:7]=[CH:6][CH:5]=[CH:4][C:3]=1[O:8][C:9]([F:12])([F:11])[F:10].C([Li])(C)(C)C.[B:18](OC(C)C)([O:23]C(C)C)[O:19]C(C)C.[OH-].[Na+]. Given the product [F:10][C:9]([F:12])([F:11])[O:8][C:3]1[CH:4]=[CH:5][CH:6]=[CH:7][C:2]=1[B:18]([OH:23])[OH:19], predict the reactants needed to synthesize it.